The task is: Predict the product of the given reaction.. This data is from Forward reaction prediction with 1.9M reactions from USPTO patents (1976-2016). (1) Given the reactants [F:1][C:2]1[CH:3]=[CH:4][CH:5]=[C:6]([NH2:10])[C:7]=1[NH:8][CH3:9].C(C(CC)(CC)C([O-])([O-])[O-])C.[CH2:22](O)[CH3:23], predict the reaction product. The product is: [F:1][C:2]1[C:7]2[N:8]([CH3:9])[C:22]([CH3:23])=[N:10][C:6]=2[CH:5]=[CH:4][CH:3]=1. (2) Given the reactants [C:1]([O:5][C:6]([NH:8][C@@H:9]([C:16]([OH:18])=[O:17])[CH2:10][C:11]1[S:12][CH:13]=[CH:14][CH:15]=1)=[O:7])([CH3:4])([CH3:3])[CH3:2].[CH2:19]([NH:26][CH2:27][C:28](OCC)=[O:29])[C:20]1[CH:25]=[CH:24][CH:23]=[CH:22][CH:21]=1.[CH3:33][CH2:34]N=C=NCCCN(C)C.Cl.C1C=CC2N(O)N=NC=2C=1, predict the reaction product. The product is: [CH2:33]([N:8]([C:6]([O:5][C:1]([CH3:4])([CH3:2])[CH3:3])=[O:7])[C@@H:9]([C:16]([O:18][C:28](=[O:29])[CH2:27][NH:26][CH2:19][C:20]1[CH:25]=[CH:24][CH:23]=[CH:22][CH:21]=1)=[O:17])[CH2:10][C:11]1[S:12][CH:13]=[CH:14][CH:15]=1)[CH3:34]. (3) Given the reactants [CH3:1][O:2][CH2:3][CH2:4]O.[ClH:6].[NH2:7][CH2:8][C:9](=[O:15])[CH2:10][CH2:11][C:12]([OH:14])=[O:13], predict the reaction product. The product is: [ClH:6].[NH2:7][CH2:8][C:9](=[O:15])[CH2:10][CH2:11][C:12]([O:14][CH2:4][CH2:3][O:2][CH3:1])=[O:13]. (4) Given the reactants [N:1]([C@H:4]1[C@H:9]([OH:10])[CH2:8][CH2:7][N:6](C(OC(C)(C)C)=O)[CH2:5]1)=[N+:2]=[N-:3].[ClH:18].C(OCC)(=O)C, predict the reaction product. The product is: [ClH:18].[N:1]([C@H:4]1[C@H:9]([OH:10])[CH2:8][CH2:7][NH:6][CH2:5]1)=[N+:2]=[N-:3].